The task is: Predict the product of the given reaction.. This data is from Forward reaction prediction with 1.9M reactions from USPTO patents (1976-2016). (1) Given the reactants ClCCl.Cl.[Cl:5][C:6]1[CH:11]=[CH:10][C:9]([S:12]([CH:15]([C:24]2[CH:29]=[C:28]([F:30])[CH:27]=[CH:26][C:25]=2[F:31])[C:16]2[N:21]=[CH:20][C:19]([CH2:22][NH2:23])=[CH:18][CH:17]=2)(=[O:14])=[O:13])=[CH:8][CH:7]=1.CN1CCOCC1.[CH3:39][N:40]([CH3:45])[S:41](Cl)(=[O:43])=[O:42], predict the reaction product. The product is: [Cl:5][C:6]1[CH:11]=[CH:10][C:9]([S:12]([CH:15]([C:24]2[CH:29]=[C:28]([F:30])[CH:27]=[CH:26][C:25]=2[F:31])[C:16]2[N:21]=[CH:20][C:19]([CH2:22][NH:23][S:41]([N:40]([CH3:45])[CH3:39])(=[O:43])=[O:42])=[CH:18][CH:17]=2)(=[O:14])=[O:13])=[CH:8][CH:7]=1. (2) Given the reactants [CH2:1]([O:3][C:4]([C:6]1[O:7][C:8]2[CH:14]=[C:13]([O:15]CC3C=CC=CC=3)[CH:12]=[CH:11][C:9]=2[CH:10]=1)=[O:5])[CH3:2], predict the reaction product. The product is: [CH2:1]([O:3][C:4]([C:6]1[O:7][C:8]2[CH:14]=[C:13]([OH:15])[CH:12]=[CH:11][C:9]=2[CH:10]=1)=[O:5])[CH3:2]. (3) Given the reactants [CH3:1][O:2][C:3]1[CH:8]=[CH:7][C:6]([C:9](=O)[CH2:10][CH2:11][C:12]([OH:14])=[O:13])=[CH:5][C:4]=1[CH3:16].COC1C=CC(C(CC=O)C(O)=O)=CC=1C, predict the reaction product. The product is: [CH3:1][O:2][C:3]1[CH:8]=[CH:7][C:6]([CH2:9][CH2:10][CH2:11][C:12]([OH:14])=[O:13])=[CH:5][C:4]=1[CH3:16].